This data is from Catalyst prediction with 721,799 reactions and 888 catalyst types from USPTO. The task is: Predict which catalyst facilitates the given reaction. Reactant: C(O)(=O)C.[CH2:5]([N:12]1[C:17](=[O:18])[C:16]2[CH:19]=[CH:20][CH:21]=[N:22][C:15]=2[N:14]=[C:13]1[CH2:23][CH2:24][CH3:25])[C:6]1[CH:11]=[CH:10][CH:9]=[CH:8][CH:7]=1.[Br:26]Br.C([O-])(=O)C.[K+]. Product: [CH2:5]([N:12]1[C:17](=[O:18])[C:16]2[CH:19]=[CH:20][CH:21]=[N:22][C:15]=2[N:14]=[C:13]1[CH:23]([Br:26])[CH2:24][CH3:25])[C:6]1[CH:7]=[CH:8][CH:9]=[CH:10][CH:11]=1. The catalyst class is: 6.